Dataset: Forward reaction prediction with 1.9M reactions from USPTO patents (1976-2016). Task: Predict the product of the given reaction. (1) Given the reactants [OH-].[Na+].[CH3:3][C:4]([CH3:24])([CH3:23])[C:5](=[O:22])[CH2:6][O:7][C:8]1[CH:21]=[CH:20][C:11]([CH2:12][NH:13]C(=O)C(F)(F)F)=[CH:10][CH:9]=1, predict the reaction product. The product is: [CH3:3][C:4]([CH3:24])([CH3:23])[C:5](=[O:22])[CH2:6][O:7][C:8]1[CH:21]=[CH:20][C:11]([CH2:12][NH2:13])=[CH:10][CH:9]=1. (2) Given the reactants [Cl:1][C:2]1[NH:3][C:4]2[C:9]([C:10]=1[CH:11]=[O:12])=[CH:8][CH:7]=[CH:6][CH:5]=2.[Br:13][C:14]1[CH:15]=[C:16](B(O)O)[CH:17]=[CH:18][CH:19]=1, predict the reaction product. The product is: [Br:13][C:14]1[CH:19]=[C:18]([N:3]2[C:4]3[C:9](=[CH:8][CH:7]=[CH:6][CH:5]=3)[C:10]([CH:11]=[O:12])=[C:2]2[Cl:1])[CH:17]=[CH:16][CH:15]=1. (3) Given the reactants [F:1][C:2]1[CH:7]=[CH:6][C:5]([O:8][CH3:9])=[CH:4][C:3]=1[C:10]1[CH:15]=[CH:14][C:13]([CH:16]=[O:17])=[CH:12][CH:11]=1.[CH:18]([Mg]Br)=[CH2:19], predict the reaction product. The product is: [F:1][C:2]1[CH:7]=[CH:6][C:5]([O:8][CH3:9])=[CH:4][C:3]=1[C:10]1[CH:15]=[CH:14][C:13]([CH:16]([OH:17])[CH:18]=[CH2:19])=[CH:12][CH:11]=1. (4) Given the reactants Br[C:2]1[S:3][C:4]([CH2:7][NH:8][C:9]([C:11]2[C:12]3[CH:19]=[N:18][N:17]([C:20]4[CH:25]=[CH:24][C:23]([F:26])=[CH:22][CH:21]=4)[C:13]=3[CH:14]=[N:15][CH:16]=2)=[O:10])=[CH:5][N:6]=1.[CH3:27][O-:28].[Na+].CO, predict the reaction product. The product is: [CH3:27][O:28][C:2]1[S:3][C:4]([CH2:7][NH:8][C:9]([C:11]2[C:12]3[CH:19]=[N:18][N:17]([C:20]4[CH:25]=[CH:24][C:23]([F:26])=[CH:22][CH:21]=4)[C:13]=3[CH:14]=[N:15][CH:16]=2)=[O:10])=[CH:5][N:6]=1. (5) Given the reactants [CH3:1][O:2][C:3]([CH:5]1[CH2:9][CH2:8][CH2:7][C:6]1=[O:10])=[O:4].[C:11]([O:14][CH2:15][CH2:16]Br)(=[O:13])[CH3:12].C(=O)([O-])[O-].[K+].[K+], predict the reaction product. The product is: [CH3:1][O:2][C:3]([C:5]1([CH2:16][CH2:15][O:14][C:11](=[O:13])[CH3:12])[CH2:9][CH2:8][CH2:7][C:6]1=[O:10])=[O:4]. (6) Given the reactants [Cl:1][C:2]1[CH:15]=[CH:14][C:5]2[S:6][C:7]([S:10](Cl)(=[O:12])=[O:11])=[C:8]([CH3:9])[C:4]=2[CH:3]=1.[NH2:16][C:17]1[N:22]=[C:21]([CH2:23][C:24]([N:26]([CH2:29][CH3:30])[CH2:27][CH3:28])=[O:25])[CH:20]=[CH:19][CH:18]=1, predict the reaction product. The product is: [Cl:1][C:2]1[CH:15]=[CH:14][C:5]2[S:6][C:7]([S:10]([NH:16][C:17]3[N:22]=[C:21]([CH2:23][C:24]([N:26]([CH2:27][CH3:28])[CH2:29][CH3:30])=[O:25])[CH:20]=[CH:19][CH:18]=3)(=[O:12])=[O:11])=[C:8]([CH3:9])[C:4]=2[CH:3]=1. (7) Given the reactants [CH2:1]([O:4][C:5]1([CH3:38])[CH2:10][CH2:9][N:8]([C:11]2[N:16]3[CH:17]=[C:18]([C:20]4[CH:25]=[CH:24][CH:23]=[C:22](Br)[CH:21]=4)[N:19]=[C:15]3[CH:14]=[C:13]([CH3:27])[C:12]=2[C@H:28]([O:33][C:34]([CH3:37])([CH3:36])[CH3:35])[C:29]([O:31][CH3:32])=[O:30])[CH2:7][CH2:6]1)[CH:2]=[CH2:3].[OH:39][C:40]1[CH:45]=[CH:44][C:43]([CH3:46])=[CH:42][C:41]=1B(O)O.C([O-])([O-])=O.[Na+].[Na+], predict the reaction product. The product is: [CH2:1]([O:4][C:5]1([CH3:38])[CH2:10][CH2:9][N:8]([C:11]2[N:16]3[CH:17]=[C:18]([C:20]4[CH:21]=[C:22]([C:41]5[CH:42]=[C:43]([CH3:46])[CH:44]=[CH:45][C:40]=5[OH:39])[CH:23]=[CH:24][CH:25]=4)[N:19]=[C:15]3[CH:14]=[C:13]([CH3:27])[C:12]=2[C@H:28]([O:33][C:34]([CH3:37])([CH3:36])[CH3:35])[C:29]([O:31][CH3:32])=[O:30])[CH2:7][CH2:6]1)[CH:2]=[CH2:3]. (8) Given the reactants [CH2:1]([Li])[CH2:2][CH2:3][CH3:4].CCCCCC.[CH3:12][O:13][C:14]1[N:19]=CC(C=O)=[CH:16][N:15]=1, predict the reaction product. The product is: [CH3:12][O:13][C:14]1[N:15]=[CH:16][C:2]([CH:3]=[CH2:4])=[CH:1][N:19]=1.